This data is from Catalyst prediction with 721,799 reactions and 888 catalyst types from USPTO. The task is: Predict which catalyst facilitates the given reaction. (1) Product: [OH:1][CH2:2][CH2:3][CH2:4][NH:5][C:6]1[N:14]=[C:13]2[C:9]([N:10]=[C:11]([Br:26])[N:12]2[CH:15]([CH3:17])[CH3:16])=[C:8]([NH:18][CH2:19][C:20]2[CH:21]=[CH:22][CH:23]=[CH:24][CH:25]=2)[N:7]=1. The catalyst class is: 22. Reactant: [OH:1][CH2:2][CH2:3][CH2:4][NH:5][C:6]1[N:14]=[C:13]2[C:9]([N:10]=[CH:11][N:12]2[CH:15]([CH3:17])[CH3:16])=[C:8]([NH:18][CH2:19][C:20]2[CH:25]=[CH:24][CH:23]=[CH:22][CH:21]=2)[N:7]=1.[Br:26]Br. (2) The catalyst class is: 16. Reactant: [OH:1][C@H:2]1[CH2:7][CH2:6][C@@H:5]([NH:8][C:9]2[C:14]([C:15]#[N:16])=[CH:13][N:12]=[C:11](S(C)=O)[N:10]=2)[CH2:4][C:3]1([CH3:21])[CH3:20].Cl.Cl.[CH3:24][O:25][C:26]1[CH:27]=[C:28]([CH2:32][CH2:33][NH2:34])[CH:29]=[N:30][CH:31]=1.CCN(C(C)C)C(C)C. Product: [OH:1][C@H:2]1[CH2:7][CH2:6][C@@H:5]([NH:8][C:9]2[C:14]([C:15]#[N:16])=[CH:13][N:12]=[C:11]([NH:34][CH2:33][CH2:32][C:28]3[CH:29]=[N:30][CH:31]=[C:26]([O:25][CH3:24])[CH:27]=3)[N:10]=2)[CH2:4][C:3]1([CH3:21])[CH3:20]. (3) Reactant: [F:1][C:2]([F:43])([F:42])[C:3]1[CH:4]=[C:5]([C:13]2([C:38]([F:41])([F:40])[F:39])[O:17][N:16]=[C:15]([C:18]3[CH:19]=[C:20]4[C:24](=[CH:25][CH:26]=3)[C:23]3([CH2:29][N:28](C(OC(C)(C)C)=O)[CH2:27]3)[NH:22][C:21]4=[O:37])[CH2:14]2)[CH:6]=[C:7]([C:9]([F:12])([F:11])[F:10])[CH:8]=1.Cl. Product: [F:43][C:2]([F:1])([F:42])[C:3]1[CH:4]=[C:5]([C:13]2([C:38]([F:39])([F:40])[F:41])[O:17][N:16]=[C:15]([C:18]3[CH:19]=[C:20]4[C:24](=[CH:25][CH:26]=3)[C:23]3([CH2:27][NH:28][CH2:29]3)[NH:22][C:21]4=[O:37])[CH2:14]2)[CH:6]=[C:7]([C:9]([F:12])([F:11])[F:10])[CH:8]=1. The catalyst class is: 5. (4) Reactant: [C:1]([OH:8])(=[O:7])/[CH:2]=[CH:3]/[C:4]([OH:6])=[O:5].[OH:9][C@:10]12[CH2:34][C@@H:33]([OH:35])[CH2:32][CH2:31][C@:30]1([CH3:36])[C@@H:29]1[C@H:13]([C@H:14]3[C@:26]([CH3:37])([CH2:27][CH2:28]1)[C@@H:17]([C@H:18]([CH3:25])[CH2:19][CH2:20][CH2:21][CH:22]([CH3:24])[CH3:23])[CH2:16][CH2:15]3)[CH2:12][C@H:11]2[NH:38][CH2:39][CH2:40][C:41]1[N:42]=[CH:43][NH:44][CH:45]=1.O. Product: [OH:9][C@:10]12[CH2:34][C@@H:33]([OH:35])[CH2:32][CH2:31][C@:30]1([CH3:36])[C@@H:29]1[C@H:13]([C@H:14]3[C@:26]([CH3:37])([CH2:27][CH2:28]1)[C@@H:17]([C@H:18]([CH3:25])[CH2:19][CH2:20][CH2:21][CH:22]([CH3:24])[CH3:23])[CH2:16][CH2:15]3)[CH2:12][C@H:11]2[NH:38][CH2:39][CH2:40][C:41]1[N:42]=[CH:43][NH:44][CH:45]=1.[C:1]([O-:8])(=[O:7])/[CH:2]=[CH:3]/[C:4]([O-:6])=[O:5]. The catalyst class is: 8. (5) Reactant: [OH:1][CH2:2][C:3]1[CH:12]=[CH:11][C:6]([C:7]([O:9][CH3:10])=O)=[CH:5][CH:4]=1.[NH2:13][C@H:14](CO)[CH:15]([CH3:17])[CH3:16]. Product: [CH:15]([C@H:14]1[CH2:10][O:9][C:7]([C:6]2[CH:11]=[CH:12][C:3]([CH2:2][OH:1])=[CH:4][CH:5]=2)=[N:13]1)([CH3:17])[CH3:16]. The catalyst class is: 159. (6) Reactant: [CH3:1][O:2][C:3](=[O:25])[C:4]1[CH:9]=[CH:8][C:7]([OH:10])=[CH:6][C:5]=1[NH:11][C:12](=[O:24])[C:13]1[CH:18]=[CH:17][C:16]([O:19][C:20]([F:23])([F:22])[F:21])=[CH:15][CH:14]=1.[Br:26][CH2:27][CH2:28][CH2:29]Br.C(=O)([O-])[O-].[K+].[K+]. Product: [CH3:1][O:2][C:3](=[O:25])[C:4]1[CH:9]=[CH:8][C:7]([O:10][CH2:29][CH2:28][CH2:27][Br:26])=[CH:6][C:5]=1[NH:11][C:12](=[O:24])[C:13]1[CH:18]=[CH:17][C:16]([O:19][C:20]([F:22])([F:21])[F:23])=[CH:15][CH:14]=1. The catalyst class is: 21. (7) Reactant: [C:1]([C:3]1[C:4]2[S:25][C:24]([C:26]3[CH:31]=[CH:30][C:29]([N:32]4[CH2:37][CH2:36][NH:35][CH2:34][CH2:33]4)=[CH:28][CH:27]=3)=[CH:23][C:5]=2[C:6]([NH:9][C@H:10]2[CH2:15][CH2:14][CH2:13][N:12]([C:16]([O:18][C:19]([CH3:22])([CH3:21])[CH3:20])=[O:17])[CH2:11]2)=[N:7][CH:8]=1)#[N:2].[CH3:38][S:39](Cl)(=[O:41])=[O:40]. Product: [C:1]([C:3]1[C:4]2[S:25][C:24]([C:26]3[CH:31]=[CH:30][C:29]([N:32]4[CH2:33][CH2:34][N:35]([S:39]([CH3:38])(=[O:41])=[O:40])[CH2:36][CH2:37]4)=[CH:28][CH:27]=3)=[CH:23][C:5]=2[C:6]([NH:9][C@H:10]2[CH2:15][CH2:14][CH2:13][N:12]([C:16]([O:18][C:19]([CH3:22])([CH3:21])[CH3:20])=[O:17])[CH2:11]2)=[N:7][CH:8]=1)#[N:2]. The catalyst class is: 1. (8) Reactant: [CH2:1]([N:4]([CH2:25][CH2:26][CH3:27])[C:5]([C:7]1[CH:8]=[C:9]([CH:13]=[C:14]([C:16]2[N:17]([CH2:21][O:22][CH2:23][CH3:24])[CH:18]=[CH:19][N:20]=2)[CH:15]=1)[C:10]([OH:12])=O)=[O:6])[CH2:2][CH3:3].C(N(C(C)C)CC)(C)C.CN(C(ON1N=NC2C=CC=CC1=2)=[N+](C)C)C.F[P-](F)(F)(F)(F)F.[NH2:61][C@@H:62]([CH2:76][C:77]1[CH:82]=[C:81]([F:83])[CH:80]=[C:79]([F:84])[CH:78]=1)[C@H:63]([OH:75])[CH2:64][NH:65][CH2:66][C:67]1[CH:72]=[CH:71][CH:70]=[C:69]([CH2:73][CH3:74])[CH:68]=1. Product: [F:83][C:81]1[CH:82]=[C:77]([CH:78]=[C:79]([F:84])[CH:80]=1)[CH2:76][C@H:62]([NH:61][C:10](=[O:12])[C:9]1[CH:13]=[C:14]([C:16]2[N:17]([CH2:21][O:22][CH2:23][CH3:24])[CH:18]=[CH:19][N:20]=2)[CH:15]=[C:7]([C:5]([N:4]([CH2:25][CH2:26][CH3:27])[CH2:1][CH2:2][CH3:3])=[O:6])[CH:8]=1)[C@H:63]([OH:75])[CH2:64][NH:65][CH2:66][C:67]1[CH:72]=[CH:71][CH:70]=[C:69]([CH2:73][CH3:74])[CH:68]=1. The catalyst class is: 2. (9) Reactant: FC(F)(F)C(O)=O.C([O:12][C:13](=[O:29])[C:14]1[CH:19]=[CH:18][C:17]([CH2:20][CH2:21][CH2:22][CH2:23][C:24]([O:26][CH3:27])=[O:25])=[C:16]([CH3:28])[CH:15]=1)(C)(C)C. Product: [CH3:27][O:26][C:24]([CH2:23][CH2:22][CH2:21][CH2:20][C:17]1[CH:18]=[CH:19][C:14]([C:13]([OH:29])=[O:12])=[CH:15][C:16]=1[CH3:28])=[O:25]. The catalyst class is: 4.